Dataset: Reaction yield outcomes from USPTO patents with 853,638 reactions. Task: Predict the reaction yield, written as a fraction of the theoretical maximum amount of product (1.0 means a 100% yield; for example, 0.34 means a 34% yield). (1) The reactants are Cl[C:2]1[C:11]2[CH:12]=[CH:13][S:14][C:10]=2[C:9]2[CH:8]=[CH:7][C:6]([C:15]([O-:17])=[O:16])=[CH:5][C:4]=2[N:3]=1.[NH2:18][CH2:19][C:20]1[CH:21]=[N:22][CH:23]=[CH:24][CH:25]=1. The catalyst is CN1C(=O)CCC1.CO. The product is [N:22]1[CH:23]=[CH:24][CH:25]=[C:20]([CH2:19][NH:18][C:2]2[C:11]3[CH:12]=[CH:13][S:14][C:10]=3[C:9]3[CH:8]=[CH:7][C:6]([C:15]([OH:17])=[O:16])=[CH:5][C:4]=3[N:3]=2)[CH:21]=1. The yield is 0.620. (2) The reactants are C([O:4][C@H:5]([CH3:23])[CH2:6][CH2:7][CH2:8][CH2:9][N:10]1[C:19](=[O:20])[C:18]2[C:14](=[N:15][N:16]([CH3:21])[N:17]=2)[N:13]([CH3:22])[C:11]1=[O:12])(=O)C.Cl.C(OCC)C. The catalyst is CO. The product is [CH3:22][N:13]1[C:14]2[C:18](=[N:17][N:16]([CH3:21])[N:15]=2)[C:19](=[O:20])[N:10]([CH2:9][CH2:8][CH2:7][CH2:6][C@H:5]([OH:4])[CH3:23])[C:11]1=[O:12]. The yield is 0.650. (3) The reactants are [Cl:1][C:2]1[CH:7]=[CH:6][N:5]=[C:4]2[CH:8]=[C:9]([CH:11]=O)[S:10][C:3]=12.[NH2:13][OH:14].Cl. The catalyst is CO.O. The product is [Cl:1][C:2]1[CH:7]=[CH:6][N:5]=[C:4]2[CH:8]=[C:9]([CH:11]=[N:13][OH:14])[S:10][C:3]=12. The yield is 0.850.